This data is from Forward reaction prediction with 1.9M reactions from USPTO patents (1976-2016). The task is: Predict the product of the given reaction. (1) Given the reactants Br[C:2]1[CH:3]=[C:4]2[C:9](=[C:10]([F:12])[CH:11]=1)[N:8]([CH3:13])[C:7](=[O:14])[CH2:6][CH2:5]2.[B:15]1([B:15]2[O:19][C:18]([CH3:21])([CH3:20])[C:17]([CH3:23])([CH3:22])[O:16]2)[O:19][C:18]([CH3:21])([CH3:20])[C:17]([CH3:23])([CH3:22])[O:16]1.C([O-])(=O)C.[K+], predict the reaction product. The product is: [F:12][C:10]1[CH:11]=[C:2]([B:15]2[O:19][C:18]([CH3:21])([CH3:20])[C:17]([CH3:23])([CH3:22])[O:16]2)[CH:3]=[C:4]2[C:9]=1[N:8]([CH3:13])[C:7](=[O:14])[CH2:6][CH2:5]2. (2) Given the reactants C1COCC1.[C:6]([OH:11])(=[O:10])[C:7]([CH3:9])=[CH2:8].[C:12]([O:17][CH2:18][CH2:19][CH2:20][OH:21])(=[O:16])[C:13]([CH3:15])=[CH2:14], predict the reaction product. The product is: [C:6]([OH:11])(=[O:10])[C:7]([CH3:9])=[CH2:8].[C:12]([O:17][CH2:18][CH2:19][CH2:20][OH:21])(=[O:16])[C:13]([CH3:15])=[CH2:14].